Dataset: Forward reaction prediction with 1.9M reactions from USPTO patents (1976-2016). Task: Predict the product of the given reaction. (1) The product is: [CH3:1][C:2]1[C:18]([CH3:19])=[CH:17][C:5]2[N:6]([CH:9]([CH2:15][CH3:16])[C:10]([OH:12])=[O:11])[CH:7]=[N:8][C:4]=2[CH:3]=1. Given the reactants [CH3:1][C:2]1[C:18]([CH3:19])=[CH:17][C:5]2[N:6]([CH:9]([CH2:15][CH3:16])[C:10]([O:12]CC)=[O:11])[CH:7]=[N:8][C:4]=2[CH:3]=1.CC(C)C(N1C=CC(C(F)(F)F)=N1)C(OCC)=O, predict the reaction product. (2) Given the reactants [CH:1]1[C:13]2[C:12]3([C:25]4[CH:24]=[C:23]([CH2:26][OH:27])[CH:22]=[CH:21][C:20]=4[C:19]4[C:14]3=[CH:15][CH:16]=[CH:17][CH:18]=4)[C:11]3[C:6](=[CH:7][CH:8]=[CH:9][CH:10]=3)[C:5]=2[CH:4]=[CH:3][C:2]=1[CH2:28][OH:29], predict the reaction product. The product is: [CH:24]1[C:25]2[C:12]3([C:13]4[CH:1]=[C:2]([CH:28]=[O:29])[CH:3]=[CH:4][C:5]=4[C:6]4[C:11]3=[CH:10][CH:9]=[CH:8][CH:7]=4)[C:14]3[C:19](=[CH:18][CH:17]=[CH:16][CH:15]=3)[C:20]=2[CH:21]=[CH:22][C:23]=1[CH:26]=[O:27].[OH:29][CH2:28][C:2]1[CH:3]=[CH:4][C:5]2[C:6]3[C:11]([C:12]4([C:25]5[CH:24]=[C:23]([CH:26]=[O:27])[CH:22]=[CH:21][C:20]=5[C:19]5[C:14]4=[CH:15][CH:16]=[CH:17][CH:18]=5)[C:13]=2[CH:1]=1)=[CH:10][CH:9]=[CH:8][CH:7]=3. (3) Given the reactants [C:1]([O:5][C:6]([N:8]1[CH2:15][CH2:14][C:11]2([O:13][CH2:12]2)[CH2:10][CH2:9]1)=[O:7])([CH3:4])([CH3:3])[CH3:2].[NH4+:16].[OH-], predict the reaction product. The product is: [C:1]([O:5][C:6]([N:8]1[CH2:15][CH2:14][C:11]([CH2:12][NH2:16])([OH:13])[CH2:10][CH2:9]1)=[O:7])([CH3:4])([CH3:3])[CH3:2]. (4) Given the reactants [Cl-:1].[Al+3].[Cl-].[Cl-].[Cl:5][C:6]1[CH:7]=[CH:8][C:9]2[S:13][C:12](=[O:14])[NH:11][C:10]=2[CH:15]=1.Br[CH2:17][C:18](Br)=[O:19], predict the reaction product. The product is: [Cl:5][C:6]1[C:7]([C:18](=[O:19])[CH2:17][Cl:1])=[CH:8][C:9]2[S:13][C:12](=[O:14])[NH:11][C:10]=2[CH:15]=1. (5) Given the reactants CN(C(ON1N=NC2C=CC=NC1=2)=[N+](C)C)C.F[P-](F)(F)(F)(F)F.[O:25]1[C:30]2([CH2:35][CH2:34][N:33]([CH2:36][C:37]3[CH:38]=[C:39]([CH2:44][CH2:45][OH:46])[CH:40]=[CH:41][C:42]=3[F:43])[CH2:32][CH2:31]2)[CH2:29][NH:28][CH2:27][CH2:26]1.[CH:47]([C:50]1[S:51][CH:52]=[C:53]([C:55](O)=[O:56])[N:54]=1)([CH3:49])[CH3:48].C(N(CC)CC)C, predict the reaction product. The product is: [F:43][C:42]1[CH:41]=[CH:40][C:39]([CH2:44][CH2:45][OH:46])=[CH:38][C:37]=1[CH2:36][N:33]1[CH2:34][CH2:35][C:30]2([O:25][CH2:26][CH2:27][N:28]([C:55]([C:53]3[N:54]=[C:50]([CH:47]([CH3:49])[CH3:48])[S:51][CH:52]=3)=[O:56])[CH2:29]2)[CH2:31][CH2:32]1. (6) Given the reactants [N+:1]([O-:4])(O)=[O:2].OS(O)(=O)=O.[F:10][C:11]1[CH:16]=[CH:15][C:14]([CH:17]([NH2:19])[CH3:18])=[CH:13][CH:12]=1.[OH-].[Na+], predict the reaction product. The product is: [F:10][C:11]1[CH:16]=[CH:15][C:14]([CH:17]([NH2:19])[CH3:18])=[CH:13][C:12]=1[N+:1]([O-:4])=[O:2]. (7) The product is: [CH3:31][NH:33][C:3]([CH:5]1[O:9][C:8](=[O:10])[N:7]([C:11]2[CH:16]=[C:15]([F:17])[C:14]([N:18]3[CH2:24][CH2:23][CH2:22][S:21](=[O:25])(=[O:26])[CH2:20][CH2:19]3)=[C:13]([F:27])[CH:12]=2)[CH2:6]1)=[O:4]. Given the reactants CO[C:3]([CH:5]1[O:9][C:8](=[O:10])[N:7]([C:11]2[CH:16]=[C:15]([F:17])[C:14]([N:18]3[CH2:24][CH2:23][CH2:22][S:21](=[O:26])(=[O:25])[CH2:20][CH2:19]3)=[C:13]([F:27])[CH:12]=2)[CH2:6]1)=[O:4].Cl.CN.[CH2:31]([N:33](CC)CC)C, predict the reaction product. (8) Given the reactants [N:1]1[CH:6]=[CH:5][CH:4]=[C:3]([CH:7]([C:9]2[CH:10]=[N:11][CH:12]=[CH:13][CH:14]=2)[OH:8])[CH:2]=1.C(Cl)Cl.C(#N)C.C[N+]1([O-])CCOCC1, predict the reaction product. The product is: [N:1]1[CH:6]=[CH:5][CH:4]=[C:3]([C:7]([C:9]2[CH:10]=[N:11][CH:12]=[CH:13][CH:14]=2)=[O:8])[CH:2]=1.